Dataset: Reaction yield outcomes from USPTO patents with 853,638 reactions. Task: Predict the reaction yield, written as a fraction of the theoretical maximum amount of product (1.0 means a 100% yield; for example, 0.34 means a 34% yield). (1) The catalyst is CO. The product is [CH3:1][C:2]([CH3:30])([CH3:29])[CH2:3][CH:4]([C:9]1[C:10]([CH3:28])=[N:11][C:12]([N:22]2[CH2:27][CH2:26][CH2:25][CH2:24][CH2:23]2)=[N:13][C:14]=1[C:15]1[CH:20]=[CH:19][C:18]([CH3:21])=[CH:17][CH:16]=1)[C:5]([OH:7])=[O:6]. The reactants are [CH3:1][C:2]([CH3:30])([CH3:29])[CH2:3][CH:4]([C:9]1[C:10]([CH3:28])=[N:11][C:12]([N:22]2[CH2:27][CH2:26][CH2:25][CH2:24][CH2:23]2)=[N:13][C:14]=1[C:15]1[CH:20]=[CH:19][C:18]([CH3:21])=[CH:17][CH:16]=1)[C:5]([O:7]C)=[O:6].[OH-].[Na+]. The yield is 0.290. (2) The reactants are [C:1]([O:4][C:5]1([CH2:11][CH3:12])[CH2:10][CH2:9][CH2:8][CH2:7][CH2:6]1)(=[O:3])[CH3:2].[CH:13]12[CH2:19][CH:16]([CH:17]=[CH:18]1)[CH2:15][CH:14]2[CH2:20][C:21](=[O:23])[CH3:22]. No catalyst specified. The product is [OH:23][C:21]([CH3:22])([CH2:20][CH:14]1[CH2:15][CH:16]2[CH2:19][CH:13]1[CH:18]=[CH:17]2)[CH2:2][C:1]([O:4][C:5]1([CH2:11][CH3:12])[CH2:10][CH2:9][CH2:8][CH2:7][CH2:6]1)=[O:3]. The yield is 0.920.